From a dataset of Forward reaction prediction with 1.9M reactions from USPTO patents (1976-2016). Predict the product of the given reaction. Given the reactants [C:1]([O:5][C:6](=[O:22])[NH:7][C:8]1[CH:13]=[C:12]([N:14]([CH3:16])[CH3:15])[C:11]([C:17]([F:20])([F:19])[F:18])=[CH:10][C:9]=1[NH2:21])([CH3:4])([CH3:3])[CH3:2].C([O:27][C:28](=O)[CH2:29][C:30]([C:32]1[CH:37]=[CH:36][CH:35]=[C:34]([N:38]2[C:42]([CH2:43][N:44]([CH3:46])[CH3:45])=[CH:41][N:40]=[N:39]2)[CH:33]=1)=[O:31])(C)(C)C, predict the reaction product. The product is: [C:1]([O:5][C:6](=[O:22])[NH:7][C:8]1[CH:13]=[C:12]([N:14]([CH3:16])[CH3:15])[C:11]([C:17]([F:20])([F:19])[F:18])=[CH:10][C:9]=1[NH:21][C:28](=[O:27])[CH2:29][C:30]([C:32]1[CH:37]=[CH:36][CH:35]=[C:34]([N:38]2[C:42]([CH2:43][N:44]([CH3:46])[CH3:45])=[CH:41][N:40]=[N:39]2)[CH:33]=1)=[O:31])([CH3:4])([CH3:2])[CH3:3].